This data is from Peptide-MHC class I binding affinity with 185,985 pairs from IEDB/IMGT. The task is: Regression. Given a peptide amino acid sequence and an MHC pseudo amino acid sequence, predict their binding affinity value. This is MHC class I binding data. (1) The peptide sequence is RVYKNYDPR. The MHC is HLA-B27:05 with pseudo-sequence HLA-B27:05. The binding affinity (normalized) is 0.356. (2) The peptide sequence is FMPEWANFKF. The MHC is H-2-Kb with pseudo-sequence H-2-Kb. The binding affinity (normalized) is 0.559. (3) The MHC is HLA-B35:01 with pseudo-sequence HLA-B35:01. The binding affinity (normalized) is 1.00. The peptide sequence is FPRDPVSTF. (4) The peptide sequence is EVIGLTTHCT. The MHC is HLA-A02:03 with pseudo-sequence HLA-A02:03. The binding affinity (normalized) is 0.112. (5) The peptide sequence is KEDYQIGGY. The MHC is HLA-A30:02 with pseudo-sequence HLA-A30:02. The binding affinity (normalized) is 0.482. (6) The peptide sequence is REMHHLVEF. The MHC is BoLA-HD6 with pseudo-sequence BoLA-HD6. The binding affinity (normalized) is 0.641. (7) The peptide sequence is NIDSIMSMM. The MHC is HLA-A02:02 with pseudo-sequence HLA-A02:02. The binding affinity (normalized) is 0.703. (8) The peptide sequence is FLCPTFTLK. The MHC is HLA-A03:01 with pseudo-sequence HLA-A03:01. The binding affinity (normalized) is 0.703. (9) The peptide sequence is QVGIFLICK. The MHC is HLA-A26:01 with pseudo-sequence HLA-A26:01. The binding affinity (normalized) is 0.0847.